Dataset: Reaction yield outcomes from USPTO patents with 853,638 reactions. Task: Predict the reaction yield, written as a fraction of the theoretical maximum amount of product (1.0 means a 100% yield; for example, 0.34 means a 34% yield). The reactants are [CH3:1][O:2][C:3]1[CH:8]=[CH:7][C:6]([NH2:9])=[CH:5][CH:4]=1.C1N=CN([C:15](N2C=NC=C2)=[O:16])C=1.[CH2:22]([O:24][C:25](=[O:44])[CH2:26][CH2:27][C:28]1[CH:33]=[CH:32][CH:31]=[C:30]([N:34]2[C:38]([NH2:39])=[CH:37][C:36]([C:40]([CH3:43])([CH3:42])[CH3:41])=[N:35]2)[CH:29]=1)[CH3:23]. The catalyst is CN(C=O)C. The product is [CH2:22]([O:24][C:25](=[O:44])[CH2:26][CH2:27][C:28]1[CH:33]=[CH:32][CH:31]=[C:30]([N:34]2[C:38]([NH:39][C:15]([NH:9][C:6]3[CH:7]=[CH:8][C:3]([O:2][CH3:1])=[CH:4][CH:5]=3)=[O:16])=[CH:37][C:36]([C:40]([CH3:43])([CH3:42])[CH3:41])=[N:35]2)[CH:29]=1)[CH3:23]. The yield is 0.450.